Dataset: Peptide-MHC class II binding affinity with 134,281 pairs from IEDB. Task: Regression. Given a peptide amino acid sequence and an MHC pseudo amino acid sequence, predict their binding affinity value. This is MHC class II binding data. The peptide sequence is IAMEVVLRKRQGPKQ. The MHC is DRB1_1101 with pseudo-sequence DRB1_1101. The binding affinity (normalized) is 0.750.